From a dataset of Forward reaction prediction with 1.9M reactions from USPTO patents (1976-2016). Predict the product of the given reaction. (1) Given the reactants [NH:1]1[C:9]2[C:4](=[CH:5][CH:6]=[CH:7][CH:8]=2)[C:3]([N:10]2[CH2:15][CH2:14][N:13](C(OC(C)(C)C)=O)[CH2:12][CH2:11]2)=[N:2]1.CN(C)C=O.C[Si]([N-][Si](C)(C)C)(C)C.[Na+].[CH3:38][N:39]1[C:44]2[CH:45]=[CH:46][C:47]([S:49](Cl)(=[O:51])=[O:50])=[CH:48][C:43]=2[O:42][CH2:41][CH2:40]1.CN(CC)C, predict the reaction product. The product is: [CH3:38][N:39]1[C:44]2[CH:45]=[CH:46][C:47]([S:49]([N:1]3[C:9]4[C:4](=[CH:5][CH:6]=[CH:7][CH:8]=4)[C:3]([N:10]4[CH2:11][CH2:12][NH:13][CH2:14][CH2:15]4)=[N:2]3)(=[O:51])=[O:50])=[CH:48][C:43]=2[O:42][CH2:41][CH2:40]1. (2) Given the reactants [CH2:1]([NH:5][C:6](=[O:23])[C:7]1[CH:12]=[CH:11][C:10]([CH2:13][CH2:14][O:15][C:16]2[CH:21]=[CH:20][CH:19]=[C:18](Br)[CH:17]=2)=[CH:9][CH:8]=1)[CH:2]([CH3:4])[CH3:3].[CH3:24][Si:25]([C:28]#[CH:29])([CH3:27])[CH3:26].C(N(CC)CC)C.O, predict the reaction product. The product is: [CH2:1]([NH:5][C:6](=[O:23])[C:7]1[CH:12]=[CH:11][C:10]([CH2:13][CH2:14][O:15][C:16]2[CH:21]=[CH:20][CH:19]=[C:18]([C:29]#[C:28][Si:25]([CH3:27])([CH3:26])[CH3:24])[CH:17]=2)=[CH:9][CH:8]=1)[CH:2]([CH3:4])[CH3:3]. (3) Given the reactants Br[C:2]1[N:6]([CH3:7])[C:5]2[CH:8]([C:24]3[CH:29]=[CH:28][C:27]([Cl:30])=[CH:26][CH:25]=3)[N:9]([C:12]3[CH:13]=[C:14]([O:22][CH3:23])[C:15]4[N:16]([C:18]([CH3:21])=[N:19][N:20]=4)[CH:17]=3)[C:10](=[O:11])[C:4]=2[N:3]=1.[CH3:31][O:32][C:33]1[CH:38]=[CH:37][C:36](B(O)O)=[CH:35][N:34]=1, predict the reaction product. The product is: [Cl:30][C:27]1[CH:28]=[CH:29][C:24]([CH:8]2[C:5]3[N:6]([CH3:7])[C:2]([C:36]4[CH:35]=[N:34][C:33]([O:32][CH3:31])=[CH:38][CH:37]=4)=[N:3][C:4]=3[C:10](=[O:11])[N:9]2[C:12]2[CH:13]=[C:14]([O:22][CH3:23])[C:15]3[N:16]([C:18]([CH3:21])=[N:19][N:20]=3)[CH:17]=2)=[CH:25][CH:26]=1. (4) Given the reactants [CH3:1][C:2]1[CH:11]=[CH:10][C:9]2[C:4](=[C:5]([OH:12])[CH:6]=[CH:7][CH:8]=2)[N:3]=1.[Se](=O)=[O:14].O1CCOCC1, predict the reaction product. The product is: [OH:12][C:5]1[CH:6]=[CH:7][CH:8]=[C:9]2[C:4]=1[N:3]=[C:2]([CH:1]=[O:14])[CH:11]=[CH:10]2. (5) Given the reactants [NH2:1][C:2]1[CH:10]=[C:9]([N+:11]([O-:13])=[O:12])[CH:8]=[CH:7][C:3]=1[C:4](O)=[O:5].C(Cl)CCl.C1C=CC2N(O)N=[N:24]C=2C=1.CCN(C(C)C)C(C)C.N, predict the reaction product. The product is: [NH2:1][C:2]1[CH:10]=[C:9]([N+:11]([O-:13])=[O:12])[CH:8]=[CH:7][C:3]=1[C:4]([NH2:24])=[O:5]. (6) Given the reactants [Br:1][C:2]1[CH:3]=[C:4]([C:7]([OH:9])=O)[NH:5][CH:6]=1.[C:10]([O:14][C:15]([N:17]1[CH2:22][CH2:21][NH:20][CH2:19][CH2:18]1)=[O:16])([CH3:13])([CH3:12])[CH3:11].F[P-](F)(F)(F)(F)F.N1(O[P+](N(C)C)(N(C)C)N(C)C)C2C=CC=CC=2N=N1.CCN(C(C)C)C(C)C, predict the reaction product. The product is: [Br:1][C:2]1[CH:3]=[C:4]([C:7]([N:20]2[CH2:19][CH2:18][N:17]([C:15]([O:14][C:10]([CH3:13])([CH3:12])[CH3:11])=[O:16])[CH2:22][CH2:21]2)=[O:9])[NH:5][CH:6]=1. (7) Given the reactants F[C:2]1[CH:3]=[C:4]([C:19]([NH2:21])=[O:20])[C:5]2[N:9]=[C:8]([C:10]3[CH:15]=[CH:14][C:13]([CH:16]=O)=[CH:12][CH:11]=3)[NH:7][C:6]=2[CH:18]=1.[C:22]([O:26][C:27]([NH:29][CH:30]1[CH2:34][CH2:33][NH:32][CH2:31]1)=[O:28])([CH3:25])([CH3:24])[CH3:23].C([BH3-])#N.[Na+], predict the reaction product. The product is: [NH2:21][C:19]([C:4]1[C:5]2[N:9]=[C:8]([C:10]3[CH:15]=[CH:14][C:13]([CH2:16][N:32]4[CH2:33][CH2:34][CH:30]([NH:29][C:27](=[O:28])[O:26][C:22]([CH3:24])([CH3:23])[CH3:25])[CH2:31]4)=[CH:12][CH:11]=3)[NH:7][C:6]=2[CH:18]=[CH:2][CH:3]=1)=[O:20]. (8) Given the reactants [C:1]([O:5][C:6](=[O:37])[N:7]([CH2:16][C@@H:17]([C:22](N1[C@H](CC2C=CC=CC=2)COC1=O)=[O:23])[CH2:18][CH:19]([CH3:21])[CH3:20])[O:8][CH2:9][C:10]1[CH:15]=[CH:14][CH:13]=[CH:12][CH:11]=1)([CH3:4])([CH3:3])[CH3:2].[Li+].[OH-].OO.[O-:42]S([O-])=O.[Na+].[Na+], predict the reaction product. The product is: [CH2:9]([O:8][N:7]([CH2:16][C@H:17]([CH2:18][CH:19]([CH3:20])[CH3:21])[C:22]([OH:23])=[O:42])[C:6]([O:5][C:1]([CH3:2])([CH3:4])[CH3:3])=[O:37])[C:10]1[CH:15]=[CH:14][CH:13]=[CH:12][CH:11]=1.